This data is from Peptide-MHC class II binding affinity with 134,281 pairs from IEDB. The task is: Regression. Given a peptide amino acid sequence and an MHC pseudo amino acid sequence, predict their binding affinity value. This is MHC class II binding data. (1) The peptide sequence is ESWIVDRQWAQDLTL. The MHC is DRB1_0404 with pseudo-sequence DRB1_0404. The binding affinity (normalized) is 0.153. (2) The peptide sequence is MPPELNTARLMAGAG. The MHC is DRB1_1201 with pseudo-sequence DRB1_1201. The binding affinity (normalized) is 0.323.